This data is from Forward reaction prediction with 1.9M reactions from USPTO patents (1976-2016). The task is: Predict the product of the given reaction. (1) Given the reactants [NH:1]1[CH2:5][CH2:4][CH2:3][CH:2]1[CH2:6][NH2:7].[N:8]1([C:19]([O:21][C:22]([CH3:25])([CH3:24])[CH3:23])=[O:20])[CH2:13][CH2:12][CH2:11][CH:10]([C:14](OCC)=O)[CH2:9]1.C[Al](C)C.O, predict the reaction product. The product is: [CH2:6]1[N:7]=[C:14]([CH:10]2[CH2:11][CH2:12][CH2:13][N:8]([C:19]([O:21][C:22]([CH3:23])([CH3:25])[CH3:24])=[O:20])[CH2:9]2)[N:1]2[CH2:5][CH2:4][CH2:3][CH:2]12. (2) Given the reactants Br[C:2]1[CH:3]=[C:4]2[N:10]=[C:9]([NH2:11])[N:8]([CH2:12][C:13]3[CH:18]=[CH:17][C:16]([O:19][CH2:20][C:21]4[CH:26]=[CH:25][C:24]([O:27][CH3:28])=[CH:23][CH:22]=4)=[C:15]([O:29][CH3:30])[CH:14]=3)[C:5]2=[N:6][CH:7]=1.[CH3:31][N:32]1[CH:36]=[C:35](B2OC(C)(C)C(C)(C)O2)[CH:34]=[N:33]1.[O-]P([O-])([O-])=O.[K+].[K+].[K+], predict the reaction product. The product is: [CH3:30][O:29][C:15]1[CH:14]=[C:13]([CH:18]=[CH:17][C:16]=1[O:19][CH2:20][C:21]1[CH:22]=[CH:23][C:24]([O:27][CH3:28])=[CH:25][CH:26]=1)[CH2:12][N:8]1[C:5]2=[N:6][CH:7]=[C:2]([C:35]3[CH:34]=[N:33][N:32]([CH3:31])[CH:36]=3)[CH:3]=[C:4]2[N:10]=[C:9]1[NH2:11]. (3) Given the reactants Cl.Cl.[CH3:3][NH:4][CH2:5][CH2:6][CH2:7][CH2:8][CH2:9][CH2:10][CH2:11][CH2:12][CH2:13][N:14]1[CH2:19][CH2:18][CH:17]([O:20][C:21](=[O:35])[NH:22][C:23]2[CH:28]=[CH:27][CH:26]=[CH:25][C:24]=2[C:29]2[CH:34]=[CH:33][CH:32]=[CH:31][CH:30]=2)[CH2:16][CH2:15]1.[F:36][C:37]1[CH:38]=[C:39]([CH2:44][C:45]([OH:47])=O)[CH:40]=[CH:41][C:42]=1[OH:43], predict the reaction product. The product is: [F:36][C:37]1[CH:38]=[C:39]([CH2:44][C:45]([N:4]([CH3:3])[CH2:5][CH2:6][CH2:7][CH2:8][CH2:9][CH2:10][CH2:11][CH2:12][CH2:13][N:14]2[CH2:15][CH2:16][CH:17]([O:20][C:21](=[O:35])[NH:22][C:23]3[CH:28]=[CH:27][CH:26]=[CH:25][C:24]=3[C:29]3[CH:30]=[CH:31][CH:32]=[CH:33][CH:34]=3)[CH2:18][CH2:19]2)=[O:47])[CH:40]=[CH:41][C:42]=1[OH:43]. (4) Given the reactants [Cl:1][C:2]1[CH:7]=[CH:6][C:5]([S:8]([N:11]2[CH2:16][CH2:15][CH2:14][C@@H:13]([NH:17][C:18]3[N:23]=[C:22]([C:24]4[N:31]5[C:27]([S:28][CH:29]=[CH:30]5)=[N:26][C:25]=4[C:32]4[CH:37]=[CH:36][CH:35]=[C:34]([C:38]#[N:39])[CH:33]=4)[CH:21]=[CH:20][N:19]=3)[CH2:12]2)(=[O:10])=[O:9])=[CH:4][CH:3]=1.Cl.[NH2:41][OH:42].C(=O)([O-])[O-].[Na+].[Na+], predict the reaction product. The product is: [Cl:1][C:2]1[CH:7]=[CH:6][C:5]([S:8]([N:11]2[CH2:16][CH2:15][CH2:14][C@@H:13]([NH:17][C:18]3[N:23]=[C:22]([C:24]4[N:31]5[C:27]([S:28][CH:29]=[CH:30]5)=[N:26][C:25]=4[C:32]4[CH:33]=[C:34]([C:38](=[N:41][OH:42])[NH2:39])[CH:35]=[CH:36][CH:37]=4)[CH:21]=[CH:20][N:19]=3)[CH2:12]2)(=[O:10])=[O:9])=[CH:4][CH:3]=1. (5) Given the reactants I[C:2]1[C:3]([CH3:21])=[N:4][CH:5]=[C:6]([C:9]=1[NH:10][C:11]1[C:12]([CH3:20])=[C:13]2[C:17](=[CH:18][CH:19]=1)[NH:16][CH:15]=[CH:14]2)[C:7]#[N:8].[O:22]1[C:26]2[CH:27]=[CH:28][CH:29]=[CH:30][C:25]=2[CH:24]=[C:23]1B(O)O.COC1C=C(C2C(C)=NC=C(C=2NC2C=CC=C3C=2C=CN3)C#N)C=CC=1OC, predict the reaction product. The product is: [O:22]1[C:26]2[CH:27]=[CH:28][CH:29]=[CH:30][C:25]=2[CH:24]=[C:23]1[C:2]1[C:3]([CH3:21])=[N:4][CH:5]=[C:6]([C:9]=1[NH:10][C:11]1[C:12]([CH3:20])=[C:13]2[C:17](=[CH:18][CH:19]=1)[NH:16][CH:15]=[CH:14]2)[C:7]#[N:8].